Dataset: Full USPTO retrosynthesis dataset with 1.9M reactions from patents (1976-2016). Task: Predict the reactants needed to synthesize the given product. (1) Given the product [NH2:13][C:4]1[CH:3]=[C:2]([F:1])[C:11]([CH3:12])=[CH:10][C:5]=1[C:6]([O:8][CH3:9])=[O:7], predict the reactants needed to synthesize it. The reactants are: [F:1][C:2]1[C:11]([CH3:12])=[CH:10][C:5]([C:6]([O:8][CH3:9])=[O:7])=[C:4]([N+:13]([O-])=O)[CH:3]=1. (2) Given the product [CH3:2][N:6]1[CH2:7][CH2:8][N:9]([C:17]([C:14]2[CH:13]=[CH:12][C:11]([C:8]3[N:9]=[CH:10][C:5]4[N:6]([C:2]([C:33]5[CH:32]=[C:31]([CH:36]=[CH:35][CH:34]=5)[C:29]([O:28][CH2:26][CH3:27])=[O:30])=[CH:3][N:4]=4)[CH:7]=3)=[CH:16][CH:15]=2)=[O:18])[CH2:10][CH2:5]1, predict the reactants needed to synthesize it. The reactants are: Br[C:2]1[N:6]2[CH:7]=[C:8]([C:11]3[CH:16]=[CH:15][C:14]([C:17](C4CCC(C)CC4)=[O:18])=[CH:13][CH:12]=3)[N:9]=[CH:10][C:5]2=[N:4][CH:3]=1.[CH2:26]([O:28][C:29]([C:31]1[CH:36]=[CH:35][C:34](B(O)O)=[CH:33][CH:32]=1)=[O:30])[CH3:27].[O-]P([O-])([O-])=O.[K+].[K+].[K+].O. (3) Given the product [Cl:17][C:16]1[CH:15]=[C:14]2[C:9]([CH2:10][CH2:11][N:12]([C:19]3[CH:20]=[N:21][CH:22]=[CH:23][C:24]=3[CH3:25])[C:13]2=[O:18])=[CH:8][C:7]=1[C:36]#[N:37], predict the reactants needed to synthesize it. The reactants are: FC(F)(F)S(O[C:7]1[CH:8]=[C:9]2[C:14](=[CH:15][C:16]=1[Cl:17])[C:13](=[O:18])[N:12]([C:19]1[CH:20]=[N:21][CH:22]=[CH:23][C:24]=1[CH3:25])[CH2:11][CH2:10]2)(=O)=O.CO.C([O-])([O-])=O.[Na+].[Na+].[CH3:36][N:37](C=O)C. (4) Given the product [O:24]1[C:28]2([CH2:33][CH2:32][CH:31]([N:21]3[C:14]4[C:13]([O:12][C:11]5[CH:22]=[CH:23][C:8]([O:1][C:2]6[CH:7]=[CH:6][CH:5]=[CH:4][CH:3]=6)=[CH:9][CH:10]=5)=[N:18][CH:17]=[N:16][C:15]=4[CH:19]=[CH:20]3)[CH2:30][CH2:29]2)[O:27][CH2:26][CH2:25]1, predict the reactants needed to synthesize it. The reactants are: [O:1]([C:8]1[CH:23]=[CH:22][C:11]([O:12][C:13]2[C:14]3[NH:21][CH:20]=[CH:19][C:15]=3[N:16]=[CH:17][N:18]=2)=[CH:10][CH:9]=1)[C:2]1[CH:7]=[CH:6][CH:5]=[CH:4][CH:3]=1.[O:24]1[C:28]2([CH2:33][CH2:32][CH:31](O)[CH2:30][CH2:29]2)[O:27][CH2:26][CH2:25]1.C1C=CC(P(C2C=CC=CC=2)C2C=CC=CC=2)=CC=1.CC(OC(/N=N/C(OC(C)C)=O)=O)C.